Dataset: Forward reaction prediction with 1.9M reactions from USPTO patents (1976-2016). Task: Predict the product of the given reaction. (1) Given the reactants C(Cl)(=O)C(Cl)=O.[C:7]1([C:13]2[CH:22]=[C:21]([C:23](O)=[O:24])[C:20]3[C:15](=[CH:16][CH:17]=[C:18]([O:26][C:27]([F:30])([F:29])[F:28])[CH:19]=3)[N:14]=2)[CH:12]=[CH:11][CH:10]=[CH:9][CH:8]=1.[S-:31][C:32]#[N:33].[K+].[S:35]1[CH:39]=[CH:38][CH:37]=[C:36]1[C:40]([NH:42][NH2:43])=[O:41], predict the reaction product. The product is: [C:7]1([C:13]2[CH:22]=[C:21]([C:23]([NH:33][C:32](=[S:31])[NH:43][NH:42][C:40]([C:36]3[S:35][CH:39]=[CH:38][CH:37]=3)=[O:41])=[O:24])[C:20]3[C:15](=[CH:16][CH:17]=[C:18]([O:26][C:27]([F:29])([F:28])[F:30])[CH:19]=3)[N:14]=2)[CH:12]=[CH:11][CH:10]=[CH:9][CH:8]=1. (2) Given the reactants [Br:1][C:2]1[CH:3]=[C:4]2[C:8](=[CH:9][CH:10]=1)[CH:7](O)[CH2:6][CH2:5]2.S(Cl)([Cl:14])=O, predict the reaction product. The product is: [Br:1][C:2]1[CH:3]=[C:4]2[C:8](=[CH:9][CH:10]=1)[CH:7]([Cl:14])[CH2:6][CH2:5]2. (3) The product is: [CH2:6]([N:1]1[CH:5]=[C:4]([CH3:16])[N:3]=[C:2]1[CH:14]=[O:15])[CH:7]=[CH2:8]. Given the reactants [NH:1]1[CH:5]=[CH:4][N:3]=[CH:2]1.[CH2:6]([Li])[CH2:7][CH2:8]C.CN([CH:14]=[O:15])C.[CH2:16]1COCC1, predict the reaction product. (4) The product is: [NH2:41][N:36]1[C:34]([CH3:35])=[N:22][N:21]=[C:19]1[C:17]1[CH:18]=[C:13]([C:10]2[CH:11]=[N:12][C:7]([NH:6][C:4]([NH:3][CH2:1][CH3:2])=[O:5])=[CH:8][C:9]=2[C:23]2[S:24][CH:25]=[C:26]([C:28]([F:31])([F:30])[F:29])[N:27]=2)[CH:14]=[N:15][CH:16]=1. Given the reactants [CH2:1]([NH:3][C:4]([NH:6][C:7]1[N:12]=[CH:11][C:10]([C:13]2[CH:14]=[N:15][CH:16]=[C:17]([C:19]([NH:21][NH2:22])=O)[CH:18]=2)=[C:9]([C:23]2[S:24][CH:25]=[C:26]([C:28]([F:31])([F:30])[F:29])[N:27]=2)[CH:8]=1)=[O:5])[CH3:2].CO[C:34](OC)([N:36](C)C)[CH3:35].[NH2:41]N, predict the reaction product. (5) Given the reactants [CH:1]1([C:4]2[N:8]([C:9]3[CH:14]=[CH:13][C:12]([N+:15]([O-:17])=[O:16])=[CH:11][CH:10]=3)[N:7]=[C:6]([C:18]([F:21])([F:20])[F:19])[CH:5]=2)[CH2:3][CH2:2]1.[Cl:22]N1C(=O)CCC1=O.CCOC(C)=O, predict the reaction product. The product is: [Cl:22][C:5]1[C:6]([C:18]([F:20])([F:21])[F:19])=[N:7][N:8]([C:9]2[CH:10]=[CH:11][C:12]([N+:15]([O-:17])=[O:16])=[CH:13][CH:14]=2)[C:4]=1[CH:1]1[CH2:2][CH2:3]1. (6) Given the reactants [C:1]([C:5]1[CH:6]=[C:7]([CH:10]=[C:11]([C:14]([CH3:17])([CH3:16])[CH3:15])[C:12]=1[OH:13])[CH:8]=O)([CH3:4])([CH3:3])[CH3:2].[C:18]([NH:22][OH:23])([CH3:21])([CH3:20])[CH3:19], predict the reaction product. The product is: [OH:13][C:12]1[C:5]([C:1]([CH3:4])([CH3:3])[CH3:2])=[CH:6][C:7]([CH:8]=[N+:22]([C:18]([CH3:21])([CH3:20])[CH3:19])[O-:23])=[CH:10][C:11]=1[C:14]([CH3:17])([CH3:16])[CH3:15]. (7) Given the reactants FC(F)(F)C(O)=O.[Cl:8][C:9]1[C:10]([F:43])=[C:11]([CH:15]2[C:19]([C:22]3[CH:27]=[CH:26][C:25]([Cl:28])=[CH:24][C:23]=3[F:29])([C:20]#[N:21])[CH:18]([CH2:30][C:31]([C:34]3CCOCC=3)([CH3:33])[CH3:32])[NH:17][CH:16]2[C:40]([OH:42])=O)[CH:12]=[CH:13][CH:14]=1.[CH3:44][C:45]1([CH3:53])[O:49][C@@H:48]([CH2:50][CH2:51][NH2:52])[CH2:47][O:46]1.CN(C(ON1N=N[C:64]2[CH:65]=[CH:66][CH:67]=N[C:63]1=2)=[N+](C)C)C.F[P-](F)(F)(F)(F)F.[CH3:78][CH2:79][N:80]([CH:84]([CH3:86])C)[CH:81]([CH3:83])C, predict the reaction product. The product is: [CH3:44][C:45]1([CH3:53])[O:49][C@@H:48]([CH2:50][CH2:51][NH:52][C:40]([CH:16]2[CH:15]([C:11]3[CH:12]=[CH:13][CH:14]=[C:9]([Cl:8])[C:10]=3[F:43])[C:19]([C:22]3[CH:27]=[CH:26][C:25]([Cl:28])=[CH:24][C:23]=3[F:29])([C:20]#[N:21])[CH:18]([CH2:30][C:31]([C:34]3[CH2:86][CH2:84][N:80]([CH2:79][C:78]4[CH:67]=[CH:66][CH:65]=[CH:64][CH:63]=4)[CH2:81][CH:83]=3)([CH3:32])[CH3:33])[NH:17]2)=[O:42])[CH2:47][O:46]1. (8) Given the reactants [CH3:1][C:2]1[CH:3]=[CH:4][CH:5]=[C:6]2[C:11]=1[N:10]=[C:9]([C:12]1[CH:17]=[CH:16][CH:15]=[CH:14][CH:13]=1)[C:8]([CH:18]=[O:19])=[CH:7]2.[CH3:20][Li], predict the reaction product. The product is: [CH3:1][C:2]1[CH:3]=[CH:4][CH:5]=[C:6]2[C:11]=1[N:10]=[C:9]([C:12]1[CH:13]=[CH:14][CH:15]=[CH:16][CH:17]=1)[C:8]([CH:18]([OH:19])[CH3:20])=[CH:7]2.